From a dataset of Experimentally validated miRNA-target interactions with 360,000+ pairs, plus equal number of negative samples. Binary Classification. Given a miRNA mature sequence and a target amino acid sequence, predict their likelihood of interaction. (1) The miRNA is hsa-miR-668-5p with sequence UGCGCCUCGGGUGAGCAUG. The protein sequence of the target gene is MAGCRGSLCCCCRWCCCCGERETRTPEELTILGETQEEEDEILPRKDYESLDYDRCINDPYLEVLETMDNKKGRRYEAVKWMVVFAIGVCTGLVGLFVDFFVRLFTQLKFGVVQTSVEECSQKGCLALSLLELLGFNLTFVFLASLLVLIEPVAAGSGIPEVKCYLNGVKVPGIVRLRTLLCKVLGVLFSVAGGLFVEKEGPMIHSGSVVGAGLPQFQSISLRKIQFNFPYFRSDRDKRDFVSAGAAAGVAAAFGAPIGGTLFSLEEGSSFWNQGLTWKVLFCSMSATFTLNFFRSGIQF.... Result: 0 (no interaction). (2) The miRNA is hsa-miR-4639-5p with sequence UUGCUAAGUAGGCUGAGAUUGA. The protein sequence of the target gene is MWIPTEHEKYGVVIASFRGTVPYGLSLEIGDTVQILEKCDGWYRGFALKNPNIKGIFPSSYVHLKNACVKNKGQFEMVIPTEDSVITEMTSTLRDWGTMWKQLYVRNEGDLFHRLWHIMNEILDLRRQVLVGHLTHDRMKDVKRHITARLDWGNEQLGLDLVPRKEYAMVDPEDISITELYRLMEHRHRKKDTPVQASSHHLFVQMKSLMCSNLGEELEVIFSLFDSKENRPISERFFLRLNRNGLPKAPDKPERHCSLFVDLGSSELRKDIYITVHIIRIGRMGAGEKKNACSVQYRRP.... Result: 0 (no interaction). (3) Result: 0 (no interaction). The protein sequence of the target gene is MTVTVVYDNSEATELCAAQHLYLKPIAKLMINVLLPECIEPVRPFSNWEVLDQLKSLICPDQFTTVRLSKSTKDFIRFEGEAETRSLVQILKAKLHGKIIKLNGLKTDLKVVATDAQGEWEHFPKEKEASVIEGAEEQDHDKGPDSIYFEGLPCKWFAPKGSSGEKPCEEILRVVFESFGKIKNVDIPMLDPYREVMTGGSFGGLNFGLQTFEAFIQYQESTDFIKAMESLRGMKLMLKGDDGKALACNIKVMFDTTKHFSEGAIQRRNQERLKLQELEEERKKEKKREEEVAERKRKDE.... The miRNA is hsa-miR-3144-3p with sequence AUAUACCUGUUCGGUCUCUUUA. (4) The miRNA is hsa-miR-7-5p with sequence UGGAAGACUAGUGAUUUUGUUGUU. The protein sequence of the target gene is MGDSGSRRCTLVSRLPIFRKSINRRHDSLPSSPSSSNTAGVHSSSPSSTNSSSGSTGKRRSIFRAPSISFHHKKGSEPKPEPTEQNLSISNGAQPSHSNMQKLSLEEHVKTRGRHSVGFSSSRSKKITRSLTEDFEREKEPSTNKNVFINCLSSGRSEGDDSGFTEEQSRRSIKQSTKKLLPKSFSSHYKFCKSVPQSQSTSLIQQPEFSLAIAQYQEQEAALGRPSPSCSVDVTERAGSSLQSPLLSADLTTAQTPSEFLALTEDSLSEADAFPKSGSTASHCDNFGHNDATSQPTSSL.... Result: 0 (no interaction).